This data is from Forward reaction prediction with 1.9M reactions from USPTO patents (1976-2016). The task is: Predict the product of the given reaction. (1) Given the reactants [CH2:1]([N:3]1[C:9]2[CH:10]=[C:11]([NH2:14])[CH:12]=[CH:13][C:8]=2[CH2:7][N:6]([CH2:15][CH3:16])[CH2:5][CH2:4]1)[CH3:2].Cl[C:18]1[N:23]=[C:22]([NH:24][C@@H:25]2[C@@H:30]3[CH2:31][C@@H:27]([CH:28]=[CH:29]3)[C@@H:26]2[C:32]([NH2:34])=[O:33])[C:21]([Cl:35])=[CH:20][N:19]=1, predict the reaction product. The product is: [Cl:35][C:21]1[C:22]([NH:24][C@@H:25]2[C@@H:30]3[CH2:31][C@@H:27]([CH:28]=[CH:29]3)[C@@H:26]2[C:32]([NH2:34])=[O:33])=[N:23][C:18]([NH:14][C:11]2[CH:12]=[CH:13][C:8]3[CH2:7][N:6]([CH2:15][CH3:16])[CH2:5][CH2:4][N:3]([CH2:1][CH3:2])[C:9]=3[CH:10]=2)=[N:19][CH:20]=1. (2) Given the reactants [O:1]1[CH:5]=[CH:4][CH:3]=[C:2]1[C:6]1[O:7][C:8]([CH3:34])=[C:9]([CH2:11][O:12][C:13]2[CH:31]=[CH:30][C:16]([CH2:17][O:18][C:19]3[C:23]([C:24](OCC)=[O:25])=[CH:22][N:21]([CH3:29])[N:20]=3)=[CH:15][C:14]=2[O:32][CH3:33])[N:10]=1.[H-].[Al+3].[Li+].[H-].[H-].[H-].O.O.O.O.O.O.O.O.O.O.S([O-])([O-])(=O)=O.[Na+].[Na+], predict the reaction product. The product is: [O:1]1[CH:5]=[CH:4][CH:3]=[C:2]1[C:6]1[O:7][C:8]([CH3:34])=[C:9]([CH2:11][O:12][C:13]2[CH:31]=[CH:30][C:16]([CH2:17][O:18][C:19]3[C:23]([CH2:24][OH:25])=[CH:22][N:21]([CH3:29])[N:20]=3)=[CH:15][C:14]=2[O:32][CH3:33])[N:10]=1. (3) Given the reactants [F:1][C:2]1[CH:3]=[CH:4][C:5]([CH2:8][NH:9][C:10](=O)[CH3:11])=[N:6][CH:7]=1.P(Cl)(Cl)(Cl)=O, predict the reaction product. The product is: [F:1][C:2]1[CH:3]=[CH:4][C:5]2[N:6]([C:10]([CH3:11])=[N:9][CH:8]=2)[CH:7]=1. (4) Given the reactants [Cl:1][C:2]1[CH:3]=[C:4]([CH:9]([NH:14]CC2C=CC(OC)=C(OC)C=2)[C:10]([F:13])([F:12])[F:11])[CH:5]=[CH:6][C:7]=1[Cl:8].C(O)(C(F)(F)F)=O, predict the reaction product. The product is: [Cl:1][C:2]1[CH:3]=[C:4]([CH:9]([NH2:14])[C:10]([F:11])([F:12])[F:13])[CH:5]=[CH:6][C:7]=1[Cl:8]. (5) Given the reactants [Cl:1][C:2]1[C:10]([Cl:11])=[CH:9][CH:8]=[CH:7][C:3]=1[C:4]([OH:6])=O.[CH:12]1([CH2:15][CH:16]([C:19]2[C:20]([CH3:26])=[N:21][C:22]([CH3:25])=[CH:23][CH:24]=2)[CH2:17][NH2:18])[CH2:14][CH2:13]1, predict the reaction product. The product is: [Cl:1][C:2]1[C:10]([Cl:11])=[CH:9][CH:8]=[CH:7][C:3]=1[C:4]([NH:18][CH2:17][CH:16]([C:19]1[C:20]([CH3:26])=[N:21][C:22]([CH3:25])=[CH:23][CH:24]=1)[CH2:15][CH:12]1[CH2:13][CH2:14]1)=[O:6].